Dataset: Catalyst prediction with 721,799 reactions and 888 catalyst types from USPTO. Task: Predict which catalyst facilitates the given reaction. (1) Reactant: [ClH:1].[CH2:2]1[C:10]2[C:5](=[CH:6][CH:7]=[CH:8][CH:9]=2)[CH2:4][NH:3]1. Product: [ClH:1].[CH2:2]1[C:10]2[C:5](=[CH:6][CH:7]=[CH:8][CH:9]=2)[CH2:4][NH:3]1. The catalyst class is: 13. (2) The catalyst class is: 4. Reactant: [F:1][C:2]1[CH:3]=[CH:4][C:5](/[CH:8]=[N:9]/[S:10]([C:12]([CH3:15])([CH3:14])[CH3:13])=[O:11])=[N:6][CH:7]=1.[CH3:16][Mg]Br. Product: [F:1][C:2]1[CH:3]=[CH:4][C:5]([C@H:8]([NH:9][S:10]([C:12]([CH3:15])([CH3:14])[CH3:13])=[O:11])[CH3:16])=[N:6][CH:7]=1. (3) Reactant: [Br:1][C:2]1[CH:3]=[C:4]([C:8]2[S:12][C:11]([NH:13][C:14]3[CH:19]=[C:18](Cl)[CH:17]=[CH:16][N:15]=3)=[N:10][CH:9]=2)[CH:5]=[N:6][CH:7]=1.[NH:21]1[CH2:26][CH2:25][O:24][CH2:23][CH2:22]1.CCN(C(C)C)C(C)C.C(O)(C(F)(F)F)=O. Product: [Br:1][C:2]1[CH:3]=[C:4]([C:8]2[S:12][C:11]([NH:13][C:14]3[CH:19]=[C:18]([N:21]4[CH2:26][CH2:25][O:24][CH2:23][CH2:22]4)[CH:17]=[CH:16][N:15]=3)=[N:10][CH:9]=2)[CH:5]=[N:6][CH:7]=1. The catalyst class is: 729.